Dataset: NCI-60 drug combinations with 297,098 pairs across 59 cell lines. Task: Regression. Given two drug SMILES strings and cell line genomic features, predict the synergy score measuring deviation from expected non-interaction effect. (1) Drug 1: CCCCC(=O)OCC(=O)C1(CC(C2=C(C1)C(=C3C(=C2O)C(=O)C4=C(C3=O)C=CC=C4OC)O)OC5CC(C(C(O5)C)O)NC(=O)C(F)(F)F)O. Drug 2: C1=NC(=NC(=O)N1C2C(C(C(O2)CO)O)O)N. Cell line: HL-60(TB). Synergy scores: CSS=81.3, Synergy_ZIP=-1.53, Synergy_Bliss=-0.291, Synergy_Loewe=-0.396, Synergy_HSA=1.79. (2) Drug 1: CN1CCC(CC1)COC2=C(C=C3C(=C2)N=CN=C3NC4=C(C=C(C=C4)Br)F)OC. Drug 2: CC(C)CN1C=NC2=C1C3=CC=CC=C3N=C2N. Cell line: RXF 393. Synergy scores: CSS=3.02, Synergy_ZIP=-2.29, Synergy_Bliss=-2.91, Synergy_Loewe=-7.44, Synergy_HSA=-4.14. (3) Drug 1: CN(C)C1=NC(=NC(=N1)N(C)C)N(C)C. Drug 2: CC(C)(C#N)C1=CC(=CC(=C1)CN2C=NC=N2)C(C)(C)C#N. Cell line: SW-620. Synergy scores: CSS=-7.35, Synergy_ZIP=1.37, Synergy_Bliss=-5.10, Synergy_Loewe=-7.75, Synergy_HSA=-8.63.